From a dataset of Peptide-MHC class II binding affinity with 134,281 pairs from IEDB. Regression. Given a peptide amino acid sequence and an MHC pseudo amino acid sequence, predict their binding affinity value. This is MHC class II binding data. (1) The peptide sequence is SGKAFGAMAKKGQED. The MHC is DRB3_0101 with pseudo-sequence DRB3_0101. The binding affinity (normalized) is 0.00767. (2) The MHC is DRB1_0801 with pseudo-sequence DRB1_0801. The binding affinity (normalized) is 0.609. The peptide sequence is VWREMHHLVEFEPPH. (3) The peptide sequence is PQPQLPYPQPELPY. The MHC is DRB1_0101 with pseudo-sequence DRB1_0101. The binding affinity (normalized) is 0.166. (4) The peptide sequence is EHGSDEWVAMTKGEGGVWTF. The MHC is DRB1_1201 with pseudo-sequence DRB1_1201. The binding affinity (normalized) is 0.193. (5) The peptide sequence is KMIGGIGGFIKVRQYDQISI. The MHC is DRB1_1101 with pseudo-sequence DRB1_1101. The binding affinity (normalized) is 0.404.